Dataset: Forward reaction prediction with 1.9M reactions from USPTO patents (1976-2016). Task: Predict the product of the given reaction. (1) Given the reactants C([NH:4][C:5]1[N:6]=[C:7]2[CH:12]=[CH:11][C:10]([O:13][C:14]3[CH:15]=[C:16]([NH:20][C:21]([CH:23]4[CH2:25][CH2:24]4)=[O:22])[CH:17]=[CH:18][CH:19]=3)=[N:9][N:8]2[CH:26]=1)(=O)C.Cl.C(OCC)(=O)C.[OH-].[Na+], predict the reaction product. The product is: [NH2:4][C:5]1[N:6]=[C:7]2[CH:12]=[CH:11][C:10]([O:13][C:14]3[CH:15]=[C:16]([NH:20][C:21]([CH:23]4[CH2:25][CH2:24]4)=[O:22])[CH:17]=[CH:18][CH:19]=3)=[N:9][N:8]2[CH:26]=1. (2) Given the reactants Br[C:2]1[CH:12]=[CH:11][C:5]2[O:6][C:7]([F:10])([F:9])[O:8][C:4]=2[C:3]=1[F:13].C([Mg]Cl)(C)C.[Cl-].[Li+].C(O[B:25]1[O:29][C:28]([CH3:31])([CH3:30])[C:27]([CH3:33])([CH3:32])[O:26]1)(C)C, predict the reaction product. The product is: [CH3:32][C:27]1([CH3:33])[C:28]([CH3:31])([CH3:30])[O:29][B:25]([C:2]2[CH:12]=[CH:11][C:5]3[O:6][C:7]([F:10])([F:9])[O:8][C:4]=3[C:3]=2[F:13])[O:26]1. (3) Given the reactants [CH3:1][N+:2]1([O-])CCOCC1.[Si:9]([C:13]#N)([CH3:12])([CH3:11])C.[N:15]1[C:24]2[CH2:23][CH2:22][CH2:21][C:20](=[O:25])[C:19]=2[CH:18]=[CH:17][CH:16]=1, predict the reaction product. The product is: [CH3:13][Si:9]([CH3:11])([CH3:12])[O:25][C:20]1([C:1]#[N:2])[CH2:21][CH2:22][CH2:23][C:24]2[N:15]=[CH:16][CH:17]=[CH:18][C:19]1=2.